From a dataset of Ames mutagenicity test results for genotoxicity prediction. Regression/Classification. Given a drug SMILES string, predict its toxicity properties. Task type varies by dataset: regression for continuous values (e.g., LD50, hERG inhibition percentage) or binary classification for toxic/non-toxic outcomes (e.g., AMES mutagenicity, cardiotoxicity, hepatotoxicity). Dataset: ames. (1) The drug is c1ccc(COCC2CO2)cc1. The result is 1 (mutagenic). (2) The molecule is CC[C@@H]([C@@H](C)O)[N+](=O)[O-]. The result is 0 (non-mutagenic). (3) The drug is Cc1c([N+](=O)[O-])c2ccccc2c2ccc3ccccc3c12. The result is 1 (mutagenic). (4) The molecule is O=C(Cl)OCC1c2ccccc2-c2ccccc21. The result is 1 (mutagenic).